The task is: Regression/Classification. Given a drug SMILES string, predict its absorption, distribution, metabolism, or excretion properties. Task type varies by dataset: regression for continuous measurements (e.g., permeability, clearance, half-life) or binary classification for categorical outcomes (e.g., BBB penetration, CYP inhibition). Dataset: rlm.. This data is from Rat liver microsome stability data. (1) The result is 0 (unstable in rat liver microsomes). The molecule is O=C(c1ccc2c(c1)OCO2)c1c[nH]c(-c2c[nH]c3ccccc23)n1. (2) The drug is O=C1CN(Cc2ccc(-c3ccc(F)c(CN4CCCCC4)n3)cc2)C(=O)N1CC(F)F. The result is 1 (stable in rat liver microsomes). (3) The molecule is Cc1ccc(-c2ccnc(N3CCC(C(N)=O)CC3)n2)cc1. The result is 1 (stable in rat liver microsomes). (4) The molecule is CCCN1CNc2c(c(=O)[nH]c(=S)n2CCc2cccc(Cl)c2Cl)C1. The result is 1 (stable in rat liver microsomes). (5) The drug is O=C(N[C@@H](Cn1ccnc1)c1ccc(Cl)cc1Cl)c1ccc(-c2nnc(-c3ccc(C(F)(F)F)c(F)c3)o2)cc1. The result is 0 (unstable in rat liver microsomes). (6) The drug is O=C(NCCCC(c1ccccc1)c1ccccc1)c1cccnc1. The result is 1 (stable in rat liver microsomes). (7) The compound is CCOC(=O)N1CCN(Cc2nc3c(c(=O)n(C)c(=O)n3C)n2Cc2ccc(F)cc2)CC1. The result is 1 (stable in rat liver microsomes). (8) The drug is O=C(Nc1cccc(S(=O)(=O)C(F)(F)F)c1)c1ccccc1NC(=O)c1ccccc1OCC(F)(F)F. The result is 0 (unstable in rat liver microsomes).